Task: Predict which catalyst facilitates the given reaction.. Dataset: Catalyst prediction with 721,799 reactions and 888 catalyst types from USPTO (1) Reactant: [CH:1]1[C:18]2[C:17]3[C:12](=[CH:13][CH:14]=[CH:15][CH:16]=3)[C:11]3[C:6](=[CH:7][CH:8]=[CH:9][CH:10]=3)[C:5]=2[CH:4]=[CH:3][CH:2]=1.[Al+3].[Cl-].[Cl-].[Cl-].[CH3:23][C:24](Cl)=[O:25]. Product: [C:24]([C:4]1[C:5]2[C:6]3[C:11](=[CH:10][CH:9]=[CH:8][CH:7]=3)[C:12]3[C:17](=[CH:16][CH:15]=[CH:14][CH:13]=3)[C:18]=2[CH:1]=[CH:2][CH:3]=1)(=[O:25])[CH3:23]. The catalyst class is: 2. (2) Product: [CH2:8]([O:10][C:11]([N:13]1[CH2:18][CH2:17][N:16]([C:19](=[O:54])[C@@H:20]([NH:24][C:25]([C:27]2[CH:31]=[C:30]([O:32][CH2:33][C:34]([N:36]3[CH2:40][CH2:39][CH2:38][C@H:37]3[C:41](=[O:47])[NH:42][CH:43]3[CH2:46][CH2:45][CH2:44]3)=[O:35])[N:29]([C:48]3[CH:53]=[CH:52][CH:51]=[CH:50][CH:49]=3)[N:28]=2)=[O:26])[CH2:21][CH2:22][NH:23][C:3](=[O:4])[CH3:2])[CH2:15][CH2:14]1)=[O:12])[CH3:9]. The catalyst class is: 154. Reactant: F[C:2](F)(F)[C:3](O)=[O:4].[CH2:8]([O:10][C:11]([N:13]1[CH2:18][CH2:17][N:16]([C:19](=[O:54])[C@@H:20]([NH:24][C:25]([C:27]2[CH:31]=[C:30]([O:32][CH2:33][C:34]([N:36]3[CH2:40][CH2:39][CH2:38][C@H:37]3[C:41](=[O:47])[NH:42][CH:43]3[CH2:46][CH2:45][CH2:44]3)=[O:35])[N:29]([C:48]3[CH:53]=[CH:52][CH:51]=[CH:50][CH:49]=3)[N:28]=2)=[O:26])[CH2:21][CH2:22][NH2:23])[CH2:15][CH2:14]1)=[O:12])[CH3:9].N1C=CC=CC=1.CC(OC(C)=O)=O. (3) Reactant: [OH-].[Na+].[Si]([O:10][C:11]1[CH:20]=[C:19]([C:21]([OH:34])([CH2:28][CH2:29][CH2:30][CH2:31][CH2:32][CH3:33])[CH2:22][C:23]([O:25]CC)=[O:24])[CH:18]=[C:17]2[C:12]=1[C@@H:13]1[CH2:40][C:39]([CH3:41])=[CH:38][CH2:37][C@H:14]1[C:15]([CH3:36])([CH3:35])[O:16]2)(C(C)(C)C)(C)C.C1COCC1.O. Product: [OH:34][C:21]([C:19]1[CH:18]=[C:17]2[C:12]([C@@H:13]3[CH2:40][C:39]([CH3:41])=[CH:38][CH2:37][C@H:14]3[C:15]([CH3:35])([CH3:36])[O:16]2)=[C:11]([OH:10])[CH:20]=1)([CH2:28][CH2:29][CH2:30][CH2:31][CH2:32][CH3:33])[CH2:22][C:23]([OH:25])=[O:24]. The catalyst class is: 81.